From a dataset of Catalyst prediction with 721,799 reactions and 888 catalyst types from USPTO. Predict which catalyst facilitates the given reaction. (1) Product: [CH2:14]([O:13][C:10]1[CH:11]=[CH:12][C:7]([C:6]([NH:5][CH2:4][CH2:3][NH:2][C:24]([C:23]2[C:19]([C:18]([F:28])([F:17])[F:27])=[N:20][NH:21][CH:22]=2)=[O:25])=[O:16])=[CH:8][CH:9]=1)[CH3:15]. Reactant: Cl.[NH2:2][CH2:3][CH2:4][NH:5][C:6](=[O:16])[C:7]1[CH:12]=[CH:11][C:10]([O:13][CH2:14][CH3:15])=[CH:9][CH:8]=1.[F:17][C:18]([F:28])([F:27])[C:19]1[C:23]([C:24](O)=[O:25])=[CH:22][NH:21][N:20]=1.CCN=C=NCCCN(C)C.Cl.C1C=CC2N(O)N=NC=2C=1.O.C(N(CC)CC)C. The catalyst class is: 2. (2) Reactant: [CH3:1][C:2]1([CH3:11])[O:6][C@:5]([CH3:10])([C:7]([O-:9])=[O:8])[CH2:4][O:3]1.[Li+].[CH2:13](Br)[C:14]1[CH:19]=[CH:18][CH:17]=[CH:16][CH:15]=1.C(=O)([O-])[O-].[K+].[K+]. Product: [CH3:1][C:2]1([CH3:11])[O:6][C@:5]([CH3:10])([C:7]([O:9][CH2:13][C:14]2[CH:19]=[CH:18][CH:17]=[CH:16][CH:15]=2)=[O:8])[CH2:4][O:3]1. The catalyst class is: 9. (3) Reactant: Cl.[C:2]1([C:8]([CH:10]2[CH2:15][CH2:14][NH:13][CH2:12][CH2:11]2)=[O:9])[CH:7]=[CH:6][CH:5]=[CH:4][CH:3]=1.C(N(CC)CC)C.[CH3:23][C:24](OC(C)=O)=[O:25]. Product: [C:8]([CH:10]1[CH2:15][CH2:14][N:13]([C:24](=[O:25])[CH3:23])[CH2:12][CH2:11]1)(=[O:9])[C:2]1[CH:3]=[CH:4][CH:5]=[CH:6][CH:7]=1. The catalyst class is: 4. (4) Reactant: [CH2:1]([O:4][C:5]1[CH:10]=[CH:9][C:8]([C:11]2[C:15]([C:16]([O:18]CC)=[O:17])=[C:14]([CH3:21])[O:13][N:12]=2)=[CH:7][CH:6]=1)[CH:2]=[CH2:3].C1COCC1.O.[Li+].[OH-]. Product: [CH2:1]([O:4][C:5]1[CH:10]=[CH:9][C:8]([C:11]2[C:15]([C:16]([OH:18])=[O:17])=[C:14]([CH3:21])[O:13][N:12]=2)=[CH:7][CH:6]=1)[CH:2]=[CH2:3]. The catalyst class is: 13. (5) Reactant: [CH2:1]([C:3]([C:14]1[S:18][C:17]([S:19]([OH:22])(=[O:21])=[O:20])=[C:16]([CH3:23])[CH:15]=1)([C:6]1[CH:11]=[CH:10][C:9]([OH:12])=[C:8]([CH3:13])[CH:7]=1)[CH2:4][CH3:5])[CH3:2].C(=O)([O-])[O-].[K+].[K+].Cl[CH2:31][C:32](=[O:37])[C:33]([CH3:36])([CH3:35])[CH3:34]. Product: [CH3:34][C:33]([CH3:36])([CH3:35])[C:32](=[O:37])[CH2:31][O:12][C:9]1[CH:10]=[CH:11][C:6]([C:3]([C:14]2[S:18][C:17]([S:19]([OH:22])(=[O:21])=[O:20])=[C:16]([CH3:23])[CH:15]=2)([CH2:4][CH3:5])[CH2:1][CH3:2])=[CH:7][C:8]=1[CH3:13]. The catalyst class is: 131. (6) Reactant: [F:1][C:2]([F:14])([F:13])[O:3][C:4]1[CH:9]=[CH:8][C:7]([N:10]=[C:11]=[O:12])=[CH:6][CH:5]=1.[NH2:15][CH:16]([CH:32]([CH3:34])[CH3:33])[C:17]([N:19]([CH2:25][C:26]1[CH:31]=[CH:30][CH:29]=[CH:28][CH:27]=1)[CH2:20][CH2:21][N:22]([CH3:24])[CH3:23])=[O:18]. Product: [CH2:25]([N:19]([CH2:20][CH2:21][N:22]([CH3:23])[CH3:24])[C:17](=[O:18])[C@@H:16]([NH:15][C:11]([NH:10][C:7]1[CH:6]=[CH:5][C:4]([O:3][C:2]([F:13])([F:14])[F:1])=[CH:9][CH:8]=1)=[O:12])[CH:32]([CH3:33])[CH3:34])[C:26]1[CH:31]=[CH:30][CH:29]=[CH:28][CH:27]=1. The catalyst class is: 4. (7) Reactant: [Br:1][C:2]1[CH:3]=[CH:4][C:5]2[C:9]([CH2:10][CH2:11][CH2:12][CH2:13][CH2:14][CH2:15][CH2:16][CH2:17][CH3:18])=[C:8]([C:19]([O:21]CC)=[O:20])[S:7][C:6]=2[CH:24]=1.[OH-].[K+]. Product: [Br:1][C:2]1[CH:3]=[CH:4][C:5]2[C:9]([CH2:10][CH2:11][CH2:12][CH2:13][CH2:14][CH2:15][CH2:16][CH2:17][CH3:18])=[C:8]([C:19]([OH:21])=[O:20])[S:7][C:6]=2[CH:24]=1. The catalyst class is: 1. (8) Reactant: [Cl:1][C:2]1[C:7]([CH2:8][CH2:9][C:10]([OH:12])=[O:11])=[CH:6][C:5]([O:13][CH3:14])=[C:4]([OH:15])[CH:3]=1.[CH2:16](Br)[C:17]#[CH:18].C(=O)([O-])[O-].[K+].[K+].C(#N)C. Product: [Cl:1][C:2]1[C:7]([CH2:8][CH2:9][C:10]([OH:12])=[O:11])=[CH:6][C:5]([O:13][CH3:14])=[C:4]([O:15][CH2:18][C:17]#[CH:16])[CH:3]=1. The catalyst class is: 13. (9) Reactant: [CH2:1]([SnH](CCCC)CCCC)CCC.[CH2:14]=[C:15]([NH:19][C:20]([O:22][CH2:23][C:24]1[CH:29]=[CH:28][CH:27]=[CH:26][CH:25]=1)=[O:21])[C:16]([OH:18])=[O:17].[CH3:30][C:31]1(Br)[CH2:35][CH2:34][CH2:33][CH2:32]1.CC(N=NC(C#N)(C)C)(C#N)C. The catalyst class is: 48. Product: [CH3:1][O:17][C:16](=[O:18])[CH:15]([NH:19][C:20]([O:22][CH2:23][C:24]1[CH:25]=[CH:26][CH:27]=[CH:28][CH:29]=1)=[O:21])[CH2:14][C:31]1([CH3:30])[CH2:35][CH2:34][CH2:33][CH2:32]1.